From a dataset of Forward reaction prediction with 1.9M reactions from USPTO patents (1976-2016). Predict the product of the given reaction. (1) Given the reactants [NH2:1][C:2]1([C:10]#[N:11])[CH2:7][CH2:6][N:5]([O:8][CH3:9])[CH2:4][CH2:3]1.[CH2:12](ON1CCC(=O)CC1)C, predict the reaction product. The product is: [NH2:1][C:2]1([C:10]#[N:11])[CH2:3][CH2:4][N:5]([O:8][CH2:9][CH3:12])[CH2:6][CH2:7]1. (2) Given the reactants [NH:1]1[CH2:6][CH2:5][O:4][CH:3]([CH2:7][CH2:8][N:9]2[C:13]3[CH:14]=[CH:15][CH:16]=[CH:17][C:12]=3[N:11]([C:18]3[CH:23]=[CH:22][CH:21]=[CH:20][CH:19]=3)[S:10]2(=[O:25])=[O:24])[CH2:2]1, predict the reaction product. The product is: [NH:1]1[CH2:6][CH2:5][O:4][C@@H:3]([CH2:7][CH2:8][N:9]2[C:13]3[CH:14]=[CH:15][CH:16]=[CH:17][C:12]=3[N:11]([C:18]3[CH:19]=[CH:20][CH:21]=[CH:22][CH:23]=3)[S:10]2(=[O:25])=[O:24])[CH2:2]1.